This data is from NCI-60 drug combinations with 297,098 pairs across 59 cell lines. The task is: Regression. Given two drug SMILES strings and cell line genomic features, predict the synergy score measuring deviation from expected non-interaction effect. (1) Drug 1: CN(C)N=NC1=C(NC=N1)C(=O)N. Drug 2: CS(=O)(=O)OCCCCOS(=O)(=O)C. Cell line: M14. Synergy scores: CSS=-5.89, Synergy_ZIP=4.79, Synergy_Bliss=3.49, Synergy_Loewe=-1.45, Synergy_HSA=-2.38. (2) Drug 1: CCN(CC)CCCC(C)NC1=C2C=C(C=CC2=NC3=C1C=CC(=C3)Cl)OC. Drug 2: CC1C(C(CC(O1)OC2CC(CC3=C2C(=C4C(=C3O)C(=O)C5=CC=CC=C5C4=O)O)(C(=O)C)O)N)O. Cell line: SF-295. Synergy scores: CSS=33.9, Synergy_ZIP=-2.98, Synergy_Bliss=-5.95, Synergy_Loewe=-17.4, Synergy_HSA=-4.16. (3) Drug 1: CC12CCC3C(C1CCC2=O)CC(=C)C4=CC(=O)C=CC34C. Drug 2: CCC(=C(C1=CC=CC=C1)C2=CC=C(C=C2)OCCN(C)C)C3=CC=CC=C3.C(C(=O)O)C(CC(=O)O)(C(=O)O)O. Cell line: IGROV1. Synergy scores: CSS=23.4, Synergy_ZIP=7.22, Synergy_Bliss=3.29, Synergy_Loewe=4.29, Synergy_HSA=4.29. (4) Drug 1: CC(CN1CC(=O)NC(=O)C1)N2CC(=O)NC(=O)C2. Drug 2: COC1=C2C(=CC3=C1OC=C3)C=CC(=O)O2. Cell line: A498. Synergy scores: CSS=21.9, Synergy_ZIP=0.0395, Synergy_Bliss=2.05, Synergy_Loewe=-1.68, Synergy_HSA=-0.759. (5) Drug 1: C1C(C(OC1N2C=C(C(=O)NC2=O)F)CO)O. Drug 2: C1C(C(OC1N2C=NC3=C2NC=NCC3O)CO)O. Cell line: OVCAR-8. Synergy scores: CSS=18.5, Synergy_ZIP=-2.31, Synergy_Bliss=4.62, Synergy_Loewe=-33.9, Synergy_HSA=3.85. (6) Drug 1: C1=C(C(=O)NC(=O)N1)N(CCCl)CCCl. Drug 2: C(=O)(N)NO. Cell line: 786-0. Synergy scores: CSS=39.8, Synergy_ZIP=-1.16, Synergy_Bliss=-3.64, Synergy_Loewe=-12.2, Synergy_HSA=-4.04. (7) Drug 1: C1=NC2=C(N1)C(=S)N=C(N2)N. Drug 2: C1=CC=C(C=C1)NC(=O)CCCCCCC(=O)NO. Cell line: HT29. Synergy scores: CSS=35.3, Synergy_ZIP=-3.49, Synergy_Bliss=-0.580, Synergy_Loewe=-8.16, Synergy_HSA=-0.846.